This data is from Reaction yield outcomes from USPTO patents with 853,638 reactions. The task is: Predict the reaction yield, written as a fraction of the theoretical maximum amount of product (1.0 means a 100% yield; for example, 0.34 means a 34% yield). (1) The reactants are [N:1]1([CH2:6][C:7]2[CH:8]=[C:9](Br)[C:10]([O:13][CH:14](F)F)=[N:11][CH:12]=2)[CH:5]=[N:4][CH:3]=[N:2]1.[CH3:18][O:19][C:20]1[N:25]=[C:24](B(O)O)[CH:23]=[CH:22][CH:21]=1.C1C=CC=CC=1.C([O-])([O-])=O.[Na+].[Na+]. The catalyst is CCO.C1C=CC([P]([Pd]([P](C2C=CC=CC=2)(C2C=CC=CC=2)C2C=CC=CC=2)([P](C2C=CC=CC=2)(C2C=CC=CC=2)C2C=CC=CC=2)[P](C2C=CC=CC=2)(C2C=CC=CC=2)C2C=CC=CC=2)(C2C=CC=CC=2)C2C=CC=CC=2)=CC=1. The product is [CH3:14][O:13][C:10]1[C:9]([C:24]2[CH:23]=[CH:22][CH:21]=[C:20]([O:19][CH3:18])[N:25]=2)=[CH:8][C:7]([CH2:6][N:1]2[CH:5]=[N:4][CH:3]=[N:2]2)=[CH:12][N:11]=1. The yield is 0.250. (2) The reactants are [CH3:1][O:2][C:3]1[CH:4]=[CH:5][C:6]([CH3:10])=[C:7]([CH:9]=1)N.Cl.N([O-])=O.[Na+].[H+].[B-](F)(F)(F)[F:18]. The catalyst is O. The product is [F:18][C:7]1[CH:9]=[C:3]([O:2][CH3:1])[CH:4]=[CH:5][C:6]=1[CH3:10]. The yield is 0.310. (3) The reactants are [C:1]([NH:5][S:6]([C:9]1([CH3:12])[CH2:11][CH2:10]1)(=[O:8])=[O:7])([CH3:4])([CH3:3])[CH3:2].[CH2:13](Br)[CH:14]=C. No catalyst specified. The product is [C:1]([NH:5][S:6]([C:9]1([CH2:12][CH:13]=[CH2:14])[CH2:11][CH2:10]1)(=[O:8])=[O:7])([CH3:4])([CH3:2])[CH3:3]. The yield is 0.970. (4) The reactants are CS(O[CH2:6][C@@H:7]([NH:15][C:16]([O:18][C:19]([CH3:22])([CH3:21])[CH3:20])=[O:17])[CH2:8][CH:9]1[CH2:14][CH2:13][CH2:12][CH2:11][CH2:10]1)(=O)=O.[N-:23]=[N+:24]=[N-:25].[Na+].O. The catalyst is CN(C=O)C. The product is [N:23]([CH2:6][C@@H:7]([NH:15][C:16](=[O:17])[O:18][C:19]([CH3:22])([CH3:21])[CH3:20])[CH2:8][CH:9]1[CH2:14][CH2:13][CH2:12][CH2:11][CH2:10]1)=[N+:24]=[N-:25]. The yield is 0.870.